This data is from Full USPTO retrosynthesis dataset with 1.9M reactions from patents (1976-2016). The task is: Predict the reactants needed to synthesize the given product. (1) Given the product [S:4]1[CH:3]2[CH2:7][N:22]3[CH:26]=[CH:25][CH:24]=[C:23]3[C:27](=[O:11])[O:28][C@H:2]2[CH2:6][CH2:5]1, predict the reactants needed to synthesize it. The reactants are: Cl[C:2]1[CH:6]=[CH:5][S:4][C:3]=1[C:7](O)=O.C(N1C=CN=C1)(N1C=CN=C1)=[O:11].[NH:22]1[CH2:26][CH2:25][CH2:24][C@H:23]1[CH2:27][OH:28].[H-].[Na+]. (2) Given the product [CH2:1]([O:8][C:9]1[CH:16]=[CH:15][C:14]([NH2:17])=[CH:13][C:10]=1[CH2:11][OH:12])[C:2]1[CH:3]=[CH:4][CH:5]=[CH:6][CH:7]=1, predict the reactants needed to synthesize it. The reactants are: [CH2:1]([O:8][C:9]1[CH:16]=[CH:15][C:14]([N+:17]([O-])=O)=[CH:13][C:10]=1[CH2:11][OH:12])[C:2]1[CH:7]=[CH:6][CH:5]=[CH:4][CH:3]=1.OCC1C=C(C=CC=1OC)N. (3) The reactants are: [NH2:1][C:2]([C:4]1[CH:5]=[C:6](Br)[CH:7]=[C:8]2[C:12]=1[NH:11][N:10]=[C:9]2[CH:13]1[CH2:18][CH2:17][N:16]([C:19]([O:21][C:22]([CH3:25])([CH3:24])[CH3:23])=[O:20])[CH2:15][CH2:14]1)=[O:3].[S:27]1[CH:31]=[CH:30][C:29](B(O)O)=[CH:28]1.C(=O)([O-])[O-].[K+].[K+]. Given the product [NH2:1][C:2]([C:4]1[CH:5]=[C:6]([C:29]2[CH:30]=[CH:31][S:27][CH:28]=2)[CH:7]=[C:8]2[C:12]=1[NH:11][N:10]=[C:9]2[CH:13]1[CH2:18][CH2:17][N:16]([C:19]([O:21][C:22]([CH3:25])([CH3:24])[CH3:23])=[O:20])[CH2:15][CH2:14]1)=[O:3], predict the reactants needed to synthesize it. (4) Given the product [NH2:22][C:16]1[CH:15]=[CH:14][C:13]([Br:12])=[CH:24][C:17]=1[C:18]([NH:6][CH2:5][C:4]1[CH:7]=[CH:8][C:9]([O:10][CH3:11])=[C:2]([Cl:1])[CH:3]=1)=[O:19], predict the reactants needed to synthesize it. The reactants are: [Cl:1][C:2]1[CH:3]=[C:4]([CH:7]=[CH:8][C:9]=1[O:10][CH3:11])[CH2:5][NH2:6].[Br:12][C:13]1[CH:24]=[C:17]2[C:18](OC(=O)[NH:22][C:16]2=[CH:15][CH:14]=1)=[O:19].O.C(OCC)(=O)C. (5) Given the product [Br:1][C:2]1[CH:3]=[C:4]([N:13]([C@H:16]2[CH2:17][CH2:18][C@H:19]([N:22]([C:23]([O:25][C:26]([CH3:28])([CH3:27])[CH3:29])=[O:24])[CH3:32])[CH2:20][CH2:21]2)[CH2:14][CH3:15])[C:5]([CH3:12])=[C:6]([CH:11]=1)[C:7]([O:9][CH3:10])=[O:8], predict the reactants needed to synthesize it. The reactants are: [Br:1][C:2]1[CH:3]=[C:4]([N:13]([C@H:16]2[CH2:21][CH2:20][C@H:19]([NH:22][C:23]([O:25][C:26]([CH3:29])([CH3:28])[CH3:27])=[O:24])[CH2:18][CH2:17]2)[CH2:14][CH3:15])[C:5]([CH3:12])=[C:6]([CH:11]=1)[C:7]([O:9][CH3:10])=[O:8].[H-].[Na+].[CH3:32]I. (6) The reactants are: [C:1]([O:5][C:6]([N:8]([CH2:14][C:15]1[CH:26]=[C:25]([O:27][CH3:28])[CH:24]=[CH:23][C:16]=1[CH:17]=[CH:18][C:19]([O:21][CH3:22])=[O:20])[CH2:9][C:10]([F:13])([F:12])[F:11])=[O:7])([CH3:4])([CH3:3])[CH3:2]. Given the product [C:1]([O:5][C:6]([N:8]([CH2:14][C:15]1[CH:26]=[C:25]([O:27][CH3:28])[CH:24]=[CH:23][C:16]=1[CH2:17][CH2:18][C:19]([O:21][CH3:22])=[O:20])[CH2:9][C:10]([F:11])([F:12])[F:13])=[O:7])([CH3:3])([CH3:4])[CH3:2], predict the reactants needed to synthesize it. (7) Given the product [CH3:14][N:10]1[CH2:9][CH2:8][C:7]([B:17]2[O:21][C:20]([CH3:23])([CH3:22])[C:19]([CH3:25])([CH3:24])[O:18]2)=[CH:12][C:11]1=[O:13], predict the reactants needed to synthesize it. The reactants are: FC(F)(F)S(O[C:7]1[CH2:8][CH2:9][N:10]([CH3:14])[C:11](=[O:13])[CH:12]=1)(=O)=O.[B:17]1([B:17]2[O:21][C:20]([CH3:23])([CH3:22])[C:19]([CH3:25])([CH3:24])[O:18]2)[O:21][C:20]([CH3:23])([CH3:22])[C:19]([CH3:25])([CH3:24])[O:18]1.C([O-])(=O)C.[K+].O1CCOCC1. (8) Given the product [F:15][C:9]1[CH:10]=[CH:11][C:12]([CH3:14])=[C:13]2[C:8]=1[N:7]([CH2:16][CH2:17][O:18][CH3:19])[CH:6]=[C:5]2[C:3]([OH:4])=[O:23], predict the reactants needed to synthesize it. The reactants are: FC(F)(F)[C:3]([C:5]1[C:13]2[C:8](=[C:9]([F:15])[CH:10]=[CH:11][C:12]=2[CH3:14])[N:7]([CH2:16][CH2:17][O:18][CH3:19])[CH:6]=1)=[O:4].C[OH:23]. (9) Given the product [CH2:39]([O:46]/[N:47]=[C:1](/[C:4]1[C:34](=[O:35])[C@@:8]2([CH3:36])[C:9]3[C:15]([OH:16])=[CH:14][C:13]([O:17][CH3:18])=[C:12]([C:19]([NH:21][CH2:22][C:23]4[C:32]5[C:27](=[CH:28][CH:29]=[CH:30][CH:31]=5)[CH:26]=[CH:25][C:24]=4[CH3:33])=[O:20])[C:10]=3[O:11][C:7]2=[CH:6][C:5]=1[OH:37])\[CH3:2])[C:40]1[CH:45]=[CH:44][CH:43]=[CH:42][CH:41]=1, predict the reactants needed to synthesize it. The reactants are: [C:1]([C:4]1[C:34](=[O:35])[C@@:8]2([CH3:36])[C:9]3[C:15]([OH:16])=[CH:14][C:13]([O:17][CH3:18])=[C:12]([C:19]([NH:21][CH2:22][C:23]4[C:32]5[C:27](=[CH:28][CH:29]=[CH:30][CH:31]=5)[CH:26]=[CH:25][C:24]=4[CH3:33])=[O:20])[C:10]=3[O:11][C:7]2=[CH:6][C:5]=1[OH:37])(=O)[CH3:2].Cl.[CH2:39]([O:46][NH2:47])[C:40]1[CH:45]=[CH:44][CH:43]=[CH:42][CH:41]=1.C(=O)(O)[O-].[Na+].